From a dataset of Reaction yield outcomes from USPTO patents with 853,638 reactions. Predict the reaction yield, written as a fraction of the theoretical maximum amount of product (1.0 means a 100% yield; for example, 0.34 means a 34% yield). (1) The reactants are [CH3:1][O:2][C:3]1[CH:8]=[CH:7][C:6]([C:9]#[C:10][C:11]2[CH:12]=[N:13][CH:14]=[CH:15][C:16]=2[CH:17]=O)=[CH:5][CH:4]=1.Cl.[NH2:20][OH:21].C([O-])(=O)C.[Na+]. The catalyst is C(O)C.O. The product is [CH3:1][O:2][C:3]1[CH:8]=[CH:7][C:6]([C:9]#[C:10][C:11]2[CH:12]=[N:13][CH:14]=[CH:15][C:16]=2[CH:17]=[N:20][OH:21])=[CH:5][CH:4]=1. The yield is 0.960. (2) The reactants are C1C2C(COC([N:18]3[CH2:23][CH2:22][C:21]([NH:35]C(OCC4C5C=CC=CC=5C5C4=CC=CC=5)=O)([C:24]4[O:25][C:26]([C:29]5[CH:34]=[CH:33][CH:32]=[CH:31][CH:30]=5)=[CH:27][N:28]=4)[CH2:20][CH2:19]3)=O)C3C(=CC=CC=3)C=2C=CC=1.N1CCCCC1. The catalyst is ClCCl.N12CCCN=C1CCCCC2. The product is [C:29]1([C:26]2[O:25][C:24]([C:21]3([NH2:35])[CH2:20][CH2:19][NH:18][CH2:23][CH2:22]3)=[N:28][CH:27]=2)[CH:30]=[CH:31][CH:32]=[CH:33][CH:34]=1. The yield is 0.130. (3) The reactants are CI.[CH2:3]([C:5]1[CH:6]=[N:7][C:8]([N:11]2[CH2:16][CH2:15][CH:14]([NH:17][C:18](=[O:32])[C@@H:19]([NH:24][C:25](=[O:31])[O:26][C:27]([CH3:30])([CH3:29])[CH3:28])[CH2:20][CH2:21]SC)[CH2:13][CH2:12]2)=[N:9][CH:10]=1)[CH3:4].[H-].[Na+].CN(C=O)C.[Cl-].[NH4+]. The yield is 0.680. The catalyst is C(Cl)Cl. The product is [CH2:3]([C:5]1[CH:6]=[N:7][C:8]([N:11]2[CH2:16][CH2:15][CH:14]([N:17]3[CH2:21][CH2:20][C@H:19]([NH:24][C:25](=[O:31])[O:26][C:27]([CH3:30])([CH3:29])[CH3:28])[C:18]3=[O:32])[CH2:13][CH2:12]2)=[N:9][CH:10]=1)[CH3:4]. (4) The reactants are [CH3:1][N:2]1[C:10]2[CH2:9][C:8]([CH3:12])([CH3:11])[CH2:7][CH2:6][C:5]=2[C:4]([Sn](CCCC)(CCCC)CCCC)=[N:3]1.[C:26]([CH:28]1[CH2:31][N:30]([C:32](=[O:56])[C@H:33]([NH:35][C:36]([C:38]2[C:46]3[C:41](=[N:42][CH:43]=[C:44](Br)[N:45]=3)[N:40]([CH2:48][O:49][CH2:50][CH2:51][Si:52]([CH3:55])([CH3:54])[CH3:53])[CH:39]=2)=[O:37])[CH3:34])[CH2:29]1)#[N:27]. The catalyst is CN(C=O)C.C1C=CC([P]([Pd]([P](C2C=CC=CC=2)(C2C=CC=CC=2)C2C=CC=CC=2)([P](C2C=CC=CC=2)(C2C=CC=CC=2)C2C=CC=CC=2)[P](C2C=CC=CC=2)(C2C=CC=CC=2)C2C=CC=CC=2)(C2C=CC=CC=2)C2C=CC=CC=2)=CC=1.[Cu]I. The product is [C:26]([CH:28]1[CH2:29][N:30]([C:32](=[O:56])[C@H:33]([NH:35][C:36]([C:38]2[C:46]3[C:41](=[N:42][CH:43]=[C:44]([C:4]4[C:5]5[CH2:6][CH2:7][C:8]([CH3:11])([CH3:12])[CH2:9][C:10]=5[N:2]([CH3:1])[N:3]=4)[N:45]=3)[N:40]([CH2:48][O:49][CH2:50][CH2:51][Si:52]([CH3:55])([CH3:54])[CH3:53])[CH:39]=2)=[O:37])[CH3:34])[CH2:31]1)#[N:27]. The yield is 0.380. (5) The reactants are [Cl:1][C:2]1[C:7]([C:8]2[CH:13]=[CH:12][CH:11]=[C:10]([CH2:14][CH3:15])[CH:9]=2)=[C:6]([C@H:16]([O:30][CH2:31][CH2:32][NH:33][C:34]([O:36][CH3:37])=[O:35])[C@@H:17]2[O:22][CH2:21][CH2:20][N:19](C(OC(C)(C)C)=O)[CH2:18]2)[CH:5]=[CH:4][CH:3]=1.C(O)(C(F)(F)F)=O. The catalyst is C(Cl)Cl. The product is [Cl:1][C:2]1[C:7]([C:8]2[CH:13]=[CH:12][CH:11]=[C:10]([CH2:14][CH3:15])[CH:9]=2)=[C:6]([C@@H:16]([C@@H:17]2[O:22][CH2:21][CH2:20][NH:19][CH2:18]2)[O:30][CH2:31][CH2:32][NH:33][C:34](=[O:35])[O:36][CH3:37])[CH:5]=[CH:4][CH:3]=1. The yield is 0.680.